Dataset: Reaction yield outcomes from USPTO patents with 853,638 reactions. Task: Predict the reaction yield, written as a fraction of the theoretical maximum amount of product (1.0 means a 100% yield; for example, 0.34 means a 34% yield). (1) The reactants are Cl[C:2]1[N:7]=[CH:6][C:5]([F:8])=[CH:4][N:3]=1.[CH3:9][C:10]1[CH:11]=[C:12]([CH:14]=[C:15]([C:17]2[S:21][CH:20]=[N:19][CH:18]=2)[CH:16]=1)[NH2:13].CC1(C)C2C(=C(P(C3C=CC=CC=3)C3C=CC=CC=3)C=CC=2)OC2C(P(C3C=CC=CC=3)C3C=CC=CC=3)=CC=CC1=2.C(=O)([O-])[O-].[Cs+].[Cs+]. No catalyst specified. The product is [F:8][C:5]1[CH:4]=[N:3][C:2]([NH:13][C:12]2[CH:14]=[C:15]([C:17]3[S:21][CH:20]=[N:19][CH:18]=3)[CH:16]=[C:10]([CH3:9])[CH:11]=2)=[N:7][CH:6]=1. The yield is 0.920. (2) The reactants are [Br:1][C:2]1[CH:7]=[CH:6][C:5]([CH2:8][CH2:9][NH2:10])=[CH:4][CH:3]=1.N1C=CC=CC=1.[CH3:17][S:18](Cl)(=[O:20])=[O:19]. The catalyst is ClCCl.C(OCC)(=O)C. The product is [Br:1][C:2]1[CH:7]=[CH:6][C:5]([CH2:8][CH2:9][NH:10][S:18]([CH3:17])(=[O:20])=[O:19])=[CH:4][CH:3]=1. The yield is 0.350. (3) The reactants are [OH:1][C:2]1[CH:15]=[CH:14][C:5]2[C@H:6]([CH2:9][C:10]([O:12][CH3:13])=[O:11])[CH2:7][O:8][C:4]=2[CH:3]=1.[Cl:16][C:17]1[C:18]([CH3:41])=[C:19]([C:33]2[CH:38]=[CH:37][CH:36]=[C:35]([CH2:39]O)[CH:34]=2)[C:20]([CH3:32])=[C:21]([Cl:31])[C:22]=1[O:23][CH2:24][CH2:25][CH2:26][S:27]([CH3:30])(=[O:29])=[O:28].C(P(CCCC)CCCC)CCC.N(C(N1CCCCC1)=O)=NC(N1CCCCC1)=O. The catalyst is C1(C)C=CC=CC=1.CCCCCC. The product is [CH3:13][O:12][C:10](=[O:11])[CH2:9][C@H:6]1[C:5]2[CH:14]=[CH:15][C:2]([O:1][CH2:39][C:35]3[CH:34]=[C:33]([C:19]4[C:20]([CH3:32])=[C:21]([Cl:31])[C:22]([O:23][CH2:24][CH2:25][CH2:26][S:27]([CH3:30])(=[O:29])=[O:28])=[C:17]([Cl:16])[C:18]=4[CH3:41])[CH:38]=[CH:37][CH:36]=3)=[CH:3][C:4]=2[O:8][CH2:7]1. The yield is 0.890. (4) The reactants are [CH3:1][O:2][C@@H:3]1[CH2:8][CH2:7][NH:6][CH2:5][C@H:4]1[NH:9][P:10](=[O:17])([O:14][CH2:15][CH3:16])[O:11][CH2:12][CH3:13].[CH:18](=O)[C:19]1[CH:24]=[CH:23][CH:22]=[CH:21][CH:20]=1.C(O)(=O)C.[BH3-]C#N.[Na+]. The catalyst is CO. The product is [CH2:18]([N:6]1[CH2:7][CH2:8][C@@H:3]([O:2][CH3:1])[C@H:4]([NH:9][P:10](=[O:17])([O:14][CH2:15][CH3:16])[O:11][CH2:12][CH3:13])[CH2:5]1)[C:19]1[CH:24]=[CH:23][CH:22]=[CH:21][CH:20]=1. The yield is 0.980. (5) The reactants are [Si:1]([O:18][CH2:19][CH2:20][O:21][C:22]1[CH:27]=[CH:26][C:25](/[CH:28]=[CH:29]/[C:30](O)=[O:31])=[C:24]([O:33][C:34]2[C:39]([Cl:40])=[CH:38][C:37]([C:41]([F:44])([F:43])[F:42])=[CH:36][N:35]=2)[CH:23]=1)([C:14]([CH3:17])([CH3:16])[CH3:15])([C:8]1[CH:13]=[CH:12][CH:11]=[CH:10][CH:9]=1)[C:2]1[CH:7]=[CH:6][CH:5]=[CH:4][CH:3]=1.Cl.C(N=C=NCCCN(C)C)C.[CH2:57]([S:62]([NH2:65])(=[O:64])=[O:63])[CH2:58][CH2:59][CH2:60][CH3:61].Cl. The catalyst is C(#N)C.CN(C)C1C=CN=CC=1.C(OCC)(=O)C. The product is [Si:1]([O:18][CH2:19][CH2:20][O:21][C:22]1[CH:27]=[CH:26][C:25](/[CH:28]=[CH:29]/[C:30]([NH:65][S:62]([CH2:57][CH2:58][CH2:59][CH2:60][CH3:61])(=[O:64])=[O:63])=[O:31])=[C:24]([O:33][C:34]2[C:39]([Cl:40])=[CH:38][C:37]([C:41]([F:42])([F:43])[F:44])=[CH:36][N:35]=2)[CH:23]=1)([C:14]([CH3:17])([CH3:16])[CH3:15])([C:8]1[CH:9]=[CH:10][CH:11]=[CH:12][CH:13]=1)[C:2]1[CH:7]=[CH:6][CH:5]=[CH:4][CH:3]=1. The yield is 0.540. (6) The reactants are [CH3:1][C:2]1[CH:7]=[CH:6][N:5]=[CH:4][C:3]=1[N:8]1[CH2:12][CH2:11][NH:10][C:9]1=[O:13].Br[C:15]1[CH:20]=[CH:19][CH:18]=[C:17]([C:21]([F:24])([F:23])[F:22])[CH:16]=1.N[C@@H]1CCCC[C@H]1N.P([O-])([O-])([O-])=O.[K+].[K+].[K+]. The catalyst is [Cu](I)I.O1CCOCC1. The product is [CH3:1][C:2]1[CH:7]=[CH:6][N:5]=[CH:4][C:3]=1[N:8]1[CH2:12][CH2:11][N:10]([C:15]2[CH:20]=[CH:19][CH:18]=[C:17]([C:21]([F:24])([F:23])[F:22])[CH:16]=2)[C:9]1=[O:13]. The yield is 0.701. (7) The reactants are [C:1]([C:5]1[CH:10]=[CH:9][C:8]([N+:11]([O-:13])=[O:12])=[CH:7][C:6]=1[NH:14][C:15](=[O:18])[CH2:16]Cl)([CH3:4])([CH3:3])[CH3:2].[NH:19]1[CH2:24][CH2:23][O:22][CH2:21][CH2:20]1.C(N(CC)CC)C.[I-].[K+]. The catalyst is CN(C=O)C. The product is [C:1]([C:5]1[CH:10]=[CH:9][C:8]([N+:11]([O-:13])=[O:12])=[CH:7][C:6]=1[NH:14][C:15](=[O:18])[CH2:16][N:19]1[CH2:24][CH2:23][O:22][CH2:21][CH2:20]1)([CH3:4])([CH3:3])[CH3:2]. The yield is 0.340.